From a dataset of Experimentally validated miRNA-target interactions with 360,000+ pairs, plus equal number of negative samples. Binary Classification. Given a miRNA mature sequence and a target amino acid sequence, predict their likelihood of interaction. (1) The miRNA is hsa-miR-505-5p with sequence GGGAGCCAGGAAGUAUUGAUGU. The protein sequence of the target gene is MTEEVIVIAKWDYTAQQDQELDIKKNERLWLLDDSKTWWRVRNAANRTGYVPSNYVERKNSLKKGSLVKNLKDTLGLGKTRRKTSARDASPTPSTDAEYPANGSGADRIYDLNIPAFVKFAYVAEREDELSLVKGSRVTVMEKCSDGWWRGSYNGQIGWFPSNYVLEEVDEAAAESPSFLSLRKGASLSNGQGSRVLHVVQTLYPFSSVTEEELNFEKGETMEVIEKPENDPEWWKCKNARGQVGLVPKNYVVVLSDGPALHPAHAPQISYTGPSSSGRFAGREWYYGNVTRHQAECALN.... Result: 1 (interaction). (2) The miRNA is hsa-miR-93-5p with sequence CAAAGUGCUGUUCGUGCAGGUAG. The protein sequence of the target gene is MNRLPDDYDPYAVEEPSDEEPALSSSEDEVDVLLHGTPDQKRKLIRECLTGESESSSEDEFEKEMEAELNSTMKTMEDKLSSLGTGSSSGNGKVATAPTRYYDDIYFDSDSEDEDRAVQVTKKKKKKQHKIPTNDELLYDPEKDNRDQAWVDAQRRGYHGLGPQRSRQQQPVPNSDAVLNCPACMTTLCLDCQRHESYKTQYRAMFVMNCSINKEEVLRYKASENRKKRRVHKKMRSNREDAAEKAETDVEEIYHPVMCTECSTEVAVYDKDEVFHFFNVLASHS. Result: 1 (interaction). (3) The miRNA is mmu-miR-6418-3p with sequence ACUGCAACCUCCUUUCUCCAGG. The protein sequence of the target gene is MAHYNFKKITVVPSAKDFIDLTLSKTQRKTPTVIHKHYQIHRIRHFYMRKVKFTQQNYHDRLSQILTDFPKLDDIHPFYADLMNILYDKDHYKLALGQINIAKNLVDNVAKDYVRLMKYGDSLYRCKQLKRAALGRMCTVIKRQKQSLEYLEQVRQHLSRLPTIDPNTRTLLLCGYPNVGKSSFINKVTRADVDVQPYAFTTKSLFVGHMDYKYLRWQVVDTPGILDHPLEDRNTIEMQAITALAHLRAAVLYVMDLSEQCGHGLREQLELFQNIRPLFINKPLIVVANKCDVKRIAELS.... Result: 0 (no interaction). (4) The miRNA is hsa-miR-484 with sequence UCAGGCUCAGUCCCCUCCCGAU. The protein sequence of the target gene is MASLTVKAYLLGKEDAAREIRRFSFCCSPEPEAEAEAAAGPGPCERLLSRVAALFPALRPGGFQAHYRDEDGDLVAFSSDEELTMAMSYVKDDIFRIYIKEKKECRRDHRPPCAQEAPRNMVHPNVICDGCNGPVVGTRYKCSVCPDYDLCSVCEGKGLHRGHTKLAFPSPFGHLSEGFSHSRWLRKVKHGHFGWPGWEMGPPGNWSPRPPRAGEARPGPTAESASGPSEDPSVNFLKNVGESVAAALSPLGIEVDIDVEHGGKRSRLTPVSPESSSTEEKSSSQPSSCCSDPSKPGGNV.... Result: 1 (interaction).